Dataset: Experimentally validated miRNA-target interactions with 360,000+ pairs, plus equal number of negative samples. Task: Binary Classification. Given a miRNA mature sequence and a target amino acid sequence, predict their likelihood of interaction. The miRNA is mmu-miR-3097-5p with sequence CACAGGUGGGAAGUGUGUGUCCA. The protein sequence of the target gene is MAENREPRGAVEAELDPVEYTLRKRLPSRLPRRPNDIYVNMKTDFKAQLARCQKLLDGGARGQNACSEIYIHGLGLAINRAINIALQLQAGSFGSLQVAANTSTVELVDELEPETDTREPLTRIRNNSAIHIRVFRVTPK. Result: 0 (no interaction).